From a dataset of Full USPTO retrosynthesis dataset with 1.9M reactions from patents (1976-2016). Predict the reactants needed to synthesize the given product. (1) Given the product [Br:1][C:2]1[C:10]2[C:5](=[N:6][C:7]([S:11][CH3:12])=[N:8][CH:9]=2)[N:4]([CH2:24][CH:25]2[CH2:30][CH2:29][CH:28]([NH:31][C:32](=[O:34])[O:33][C:10]([CH3:2])([CH3:5])[CH3:9])[CH2:27][CH2:26]2)[N:3]=1, predict the reactants needed to synthesize it. The reactants are: [Br:1][C:2]1[C:10]2[C:5](=[N:6][C:7]([S:11][CH3:12])=[N:8][CH:9]=2)[NH:4][N:3]=1.C([O-])([O-])=O.[K+].[K+].CS(C)=O.Br[CH2:24][CH:25]1[CH2:30][CH2:29][CH:28]([NH:31][C:32](=[O:34])[O-:33])[CH2:27][CH2:26]1. (2) Given the product [C:1]([O:4][C@H:5]1[C@H:10]([O:11][C:12](=[O:14])[CH3:13])[C@@H:9]([O:15][C:16](=[O:18])[CH3:17])[C@H:8]([C:19]2[CH:24]=[CH:23][C:22]([CH2:25][OH:26])=[C:21]([CH:37]([C:49]3[CH:54]=[CH:53][C:52]([CH2:55][CH3:56])=[CH:51][CH:50]=3)[OH:38])[CH:20]=2)[O:7][C@@H:6]1[CH2:57][O:58][C:59](=[O:61])[CH3:60])(=[O:3])[CH3:2], predict the reactants needed to synthesize it. The reactants are: [C:1]([O:4][C@H:5]1[C@H:10]([O:11][C:12](=[O:14])[CH3:13])[C@@H:9]([O:15][C:16](=[O:18])[CH3:17])[C@H:8]([C:19]2[CH:24]=[CH:23][C:22]([CH2:25][O:26][Si](C(C)C)(C(C)C)C(C)C)=[C:21]([CH:37]([C:49]3[CH:54]=[CH:53][C:52]([CH2:55][CH3:56])=[CH:51][CH:50]=3)[O:38][Si](C(C)C)(C(C)C)C(C)C)[CH:20]=2)[O:7][C@@H:6]1[CH2:57][O:58][C:59](=[O:61])[CH3:60])(=[O:3])[CH3:2].[F-].C([N+](CCCC)(CCCC)CCCC)CCC.